From a dataset of NCI-60 drug combinations with 297,098 pairs across 59 cell lines. Regression. Given two drug SMILES strings and cell line genomic features, predict the synergy score measuring deviation from expected non-interaction effect. (1) Drug 1: C1CN1P(=S)(N2CC2)N3CC3. Drug 2: C(CCl)NC(=O)N(CCCl)N=O. Cell line: K-562. Synergy scores: CSS=28.9, Synergy_ZIP=-2.11, Synergy_Bliss=2.47, Synergy_Loewe=0.693, Synergy_HSA=5.66. (2) Drug 1: CCC1(CC2CC(C3=C(CCN(C2)C1)C4=CC=CC=C4N3)(C5=C(C=C6C(=C5)C78CCN9C7C(C=CC9)(C(C(C8N6C=O)(C(=O)OC)O)OC(=O)C)CC)OC)C(=O)OC)O.OS(=O)(=O)O. Drug 2: CCN(CC)CCNC(=O)C1=C(NC(=C1C)C=C2C3=C(C=CC(=C3)F)NC2=O)C. Cell line: IGROV1. Synergy scores: CSS=11.0, Synergy_ZIP=-1.64, Synergy_Bliss=3.18, Synergy_Loewe=3.22, Synergy_HSA=2.87. (3) Synergy scores: CSS=11.5, Synergy_ZIP=-3.64, Synergy_Bliss=-4.89, Synergy_Loewe=-24.3, Synergy_HSA=-5.83. Cell line: NCI/ADR-RES. Drug 2: COC1=C2C(=CC3=C1OC=C3)C=CC(=O)O2. Drug 1: C1=CC=C(C=C1)NC(=O)CCCCCCC(=O)NO. (4) Drug 1: CC1=C(C=C(C=C1)NC(=O)C2=CC=C(C=C2)CN3CCN(CC3)C)NC4=NC=CC(=N4)C5=CN=CC=C5. Drug 2: CCN(CC)CCNC(=O)C1=C(NC(=C1C)C=C2C3=C(C=CC(=C3)F)NC2=O)C. Cell line: HS 578T. Synergy scores: CSS=2.37, Synergy_ZIP=-3.03, Synergy_Bliss=-3.29, Synergy_Loewe=-5.46, Synergy_HSA=-4.61.